Task: Predict the product of the given reaction.. Dataset: Forward reaction prediction with 1.9M reactions from USPTO patents (1976-2016) (1) Given the reactants N[C@H](C1C(C2C=CC(Cl)=C3C=2N(C)N=C3NS(C)(=O)=O)=CC=C(C#CC(O)(C)C)N=1)CC1C=CC=C(F)C=1.C(OC(=O)[NH:45][C@H:46]([C:56]1[C:61]([C:62]2[CH:63]=[CH:64][CH:65]=[C:66]3[C:70]=2[N:69]([CH3:71])[N:68]=[C:67]3[NH:72][S:73]([CH3:76])(=[O:75])=[O:74])=[CH:60][CH:59]=[C:58]([C:77]#[C:78][C:79]2([OH:85])[CH2:82][C:81]([F:84])([F:83])[CH2:80]2)[N:57]=1)[CH2:47][C:48]1[CH:53]=[C:52]([F:54])[CH:51]=[C:50]([F:55])[CH:49]=1)(C)(C)C, predict the reaction product. The product is: [NH2:45][C@H:46]([C:56]1[C:61]([C:62]2[CH:63]=[CH:64][CH:65]=[C:66]3[C:70]=2[N:69]([CH3:71])[N:68]=[C:67]3[NH:72][S:73]([CH3:76])(=[O:74])=[O:75])=[CH:60][CH:59]=[C:58]([C:77]#[C:78][C:79]2([OH:85])[CH2:80][C:81]([F:84])([F:83])[CH2:82]2)[N:57]=1)[CH2:47][C:48]1[CH:53]=[C:52]([F:54])[CH:51]=[C:50]([F:55])[CH:49]=1. (2) The product is: [Br:39][C:36]1[CH:37]=[CH:38][C:33]([NH:32][C:30]([C:29]2[CH:28]=[C:27]([NH:26][C:4]([CH:6]3[C:14]4[C:9](=[CH:10][CH:11]=[C:12]([C:15](=[O:22])[C:16]5[CH:17]=[CH:18][CH:19]=[CH:20][CH:21]=5)[CH:13]=4)[N:8]([CH2:23][CH3:24])[C:7]3=[O:25])=[O:5])[CH:42]=[CH:41][CH:40]=2)=[O:31])=[CH:34][CH:35]=1. Given the reactants C(O[C:4]([CH:6]1[C:14]2[C:9](=[CH:10][CH:11]=[C:12]([C:15](=[O:22])[C:16]3[CH:21]=[CH:20][CH:19]=[CH:18][CH:17]=3)[CH:13]=2)[N:8]([CH2:23][CH3:24])[C:7]1=[O:25])=[O:5])C.[NH2:26][C:27]1[CH:28]=[C:29]([CH:40]=[CH:41][CH:42]=1)[C:30]([NH:32][C:33]1[CH:38]=[CH:37][C:36]([Br:39])=[CH:35][CH:34]=1)=[O:31], predict the reaction product. (3) Given the reactants [CH3:1][C:2]1([C:7]2[O:11][C:10]([CH2:12][N:13]3[N:17]=[C:16]([NH2:18])[CH:15]=[N:14]3)=[CH:9][CH:8]=2)[O:6]CCO1.[C:19]1([C:25]2[O:29][CH:28]=[N:27][C:26]=2[C:30](O)=[O:31])[CH:24]=[CH:23][CH:22]=[CH:21][CH:20]=1, predict the reaction product. The product is: [C:2]([C:7]1[O:11][C:10]([CH2:12][N:13]2[N:17]=[C:16]([NH:18][C:30]([C:26]3[N:27]=[CH:28][O:29][C:25]=3[C:19]3[CH:20]=[CH:21][CH:22]=[CH:23][CH:24]=3)=[O:31])[CH:15]=[N:14]2)=[CH:9][CH:8]=1)(=[O:6])[CH3:1]. (4) Given the reactants [CH2:1]([O:3][C:4]([C:6]1[S:7][CH:8]=[C:9]([C:11]([OH:13])=O)[N:10]=1)=[O:5])[CH3:2].Cl.[F:15][CH:16]1[CH2:21][CH2:20][NH:19][CH2:18][CH2:17]1.CN(C(ON1N=NC2C=CC=NC1=2)=[N+](C)C)C.F[P-](F)(F)(F)(F)F.CCN(C(C)C)C(C)C, predict the reaction product. The product is: [F:15][CH:16]1[CH2:21][CH2:20][N:19]([C:11]([C:9]2[N:10]=[C:6]([C:4]([O:3][CH2:1][CH3:2])=[O:5])[S:7][CH:8]=2)=[O:13])[CH2:18][CH2:17]1. (5) Given the reactants [NH2:1][C:2]1[CH:32]=[CH:31][C:5]2[NH:6][C:7]([C:12]3[C:13](=[O:30])[C@@:14]([CH2:24][CH2:25][C:26]([CH3:29])([CH3:28])[CH3:27])([CH3:23])[C:15]4[C:20]([C:21]=3[OH:22])=[CH:19][CH:18]=[CH:17][CH:16]=4)=[N:8][S:9](=[O:11])(=[O:10])[C:4]=2[CH:3]=1.N1C=CC=CC=1.[CH3:39][S:40](Cl)(=[O:42])=[O:41], predict the reaction product. The product is: [CH3:29][C:26]([CH3:27])([CH3:28])[CH2:25][CH2:24][C@:14]1([CH3:23])[C:15]2[C:20](=[CH:19][CH:18]=[CH:17][CH:16]=2)[C:21]([OH:22])=[C:12]([C:7]2[NH:6][C:5]3[CH:31]=[CH:32][C:2]([NH:1][S:40]([CH3:39])(=[O:42])=[O:41])=[CH:3][C:4]=3[S:9](=[O:11])(=[O:10])[N:8]=2)[C:13]1=[O:30]. (6) Given the reactants Cl[CH2:2]Cl.C[Li].[Cl:6][C:7]1[CH:8]=[C:9]([C:12]([N+:15]([O-:17])=[O:16])=[CH:13][N:14]=1)[CH:10]=[O:11].O, predict the reaction product. The product is: [Cl:6][C:7]1[CH:8]=[C:9]([CH:10]([OH:11])[CH3:2])[C:12]([N+:15]([O-:17])=[O:16])=[CH:13][N:14]=1.